From a dataset of Full USPTO retrosynthesis dataset with 1.9M reactions from patents (1976-2016). Predict the reactants needed to synthesize the given product. (1) Given the product [CH2:50]([O:54][C:55]([N:57]1[CH2:58][CH2:59][N:60]([C:63](=[O:78])[C@@H:64]([NH:77][C:27]([C:18]2[CH:17]=[C:16]([O:15][CH2:14][C:13]([N:9]3[CH2:10][CH2:11][CH2:12][C@H:8]3[C:6](=[O:7])[NH:5][CH:1]3[CH2:4][CH2:3][CH2:2]3)=[O:30])[N:20]([C:21]3[CH:22]=[CH:23][CH:24]=[CH:25][CH:26]=3)[N:19]=2)=[O:28])[CH2:65][CH2:66][CH2:67][CH2:68][O:69][CH2:70][C:71]2[CH:72]=[CH:73][CH:74]=[CH:75][CH:76]=2)[CH2:61][CH2:62]1)=[O:56])[CH2:51][CH2:52][CH3:53], predict the reactants needed to synthesize it. The reactants are: [CH:1]1([NH:5][C:6]([C@@H:8]2[CH2:12][CH2:11][CH2:10][N:9]2[C:13](=[O:30])[CH2:14][O:15][C:16]2[N:20]([C:21]3[CH:26]=[CH:25][CH:24]=[CH:23][CH:22]=3)[N:19]=[C:18]([C:27](O)=[O:28])[CH:17]=2)=[O:7])[CH2:4][CH2:3][CH2:2]1.C1C=CC2N(O)N=NC=2C=1.CCN(C(C)C)C(C)C.[CH2:50]([O:54][C:55]([N:57]1[CH2:62][CH2:61][N:60]([C:63](=[O:78])[C@@H:64]([NH2:77])[CH2:65][CH2:66][CH2:67][CH2:68][O:69][CH2:70][C:71]2[CH:76]=[CH:75][CH:74]=[CH:73][CH:72]=2)[CH2:59][CH2:58]1)=[O:56])[CH2:51][CH2:52][CH3:53]. (2) Given the product [Br:1][C:2]1[CH:3]=[CH:4][C:5]2[N:6]([C:8]([CH:11]([C:13]3[CH:14]=[CH:15][C:16]4[N:17]([CH:21]=[C:22]([NH2:23])[N:19]=4)[N:18]=3)[CH3:12])=[N:9][N:10]=2)[CH:7]=1, predict the reactants needed to synthesize it. The reactants are: [Br:1][C:2]1[CH:3]=[CH:4][C:5]2[N:6]([C:8]([CH:11]([C:13]3[N:18]=[N:17][C:16]([NH2:19])=[CH:15][CH:14]=3)[CH3:12])=[N:9][N:10]=2)[CH:7]=1.Br[CH2:21][C:22]#[N:23].C([O-])(O)=O.[Na+]. (3) The reactants are: C[Si]([N-][Si](C)(C)C)(C)C.[Li+].F[C:12]1[CH:17]=[C:16]([O:18][CH3:19])[CH:15]=[CH:14][C:13]=1[C:20]1[NH:29][C:28](=[O:30])[C:27]2[C:22](=[CH:23][C:24]([O:33][CH3:34])=[CH:25][C:26]=2[O:31][CH3:32])[N:21]=1.[CH:35]([NH:38][CH2:39][CH2:40][CH2:41][NH2:42])([CH3:37])[CH3:36]. Given the product [CH:35]([NH:38][CH2:39][CH2:40][CH2:41][NH:42][C:12]1[CH:17]=[C:16]([O:18][CH3:19])[CH:15]=[CH:14][C:13]=1[C:20]1[NH:29][C:28](=[O:30])[C:27]2[C:22](=[CH:23][C:24]([O:33][CH3:34])=[CH:25][C:26]=2[O:31][CH3:32])[N:21]=1)([CH3:37])[CH3:36], predict the reactants needed to synthesize it. (4) Given the product [F:1][C:2]1[CH:3]=[CH:4][C:5]([O:19][CH3:20])=[C:6]([C:8]([CH3:18])([CH3:17])[CH2:9][C:10]([OH:11])([C:13]([F:16])([F:15])[F:14])[CH2:12][NH:21][C:22]2[CH:30]=[C:29]([CH3:31])[CH:28]=[C:27]3[C:23]=2[CH:24]=[N:25][N:26]3[C:32]2[CH:33]=[C:34]([CH:39]=[CH:40][CH:41]=2)[C:35]([O:37][CH3:38])=[O:36])[CH:7]=1, predict the reactants needed to synthesize it. The reactants are: [F:1][C:2]1[CH:3]=[CH:4][C:5]([O:19][CH3:20])=[C:6]([C:8]([CH3:18])([CH3:17])[CH2:9][C:10]2([C:13]([F:16])([F:15])[F:14])[CH2:12][O:11]2)[CH:7]=1.[NH2:21][C:22]1[CH:30]=[C:29]([CH3:31])[CH:28]=[C:27]2[C:23]=1[CH:24]=[N:25][N:26]2[C:32]1[CH:33]=[C:34]([CH:39]=[CH:40][CH:41]=1)[C:35]([O:37][CH3:38])=[O:36].FC(F)(F)S([O-])(=O)=O.[Yb+3].FC(F)(F)S([O-])(=O)=O.FC(F)(F)S([O-])(=O)=O.C(OCC)(=O)C. (5) Given the product [C:46]([O:50][C:51]([N:53]1[C:58]2[CH:59]=[C:60]([Cl:63])[CH:61]=[CH:62][C:57]=2[O:56][CH:55]([CH2:64][C:65]([N:10]2[CH2:11][CH2:12][N:7]([CH2:6][C:5]3[CH:14]=[CH:15][C:2]([F:1])=[CH:3][CH:4]=3)[CH2:8][C@H:9]2[CH3:13])=[O:66])[CH2:54]1)=[O:52])([CH3:49])([CH3:48])[CH3:47], predict the reactants needed to synthesize it. The reactants are: [F:1][C:2]1[CH:15]=[CH:14][C:5]([CH2:6][N:7]2[CH2:12][CH2:11][NH:10][C@H:9]([CH3:13])[CH2:8]2)=[CH:4][CH:3]=1.CCN=C=NCCCN(C)C.C1C=CC2N(O)N=NC=2C=1.CCN(C(C)C)C(C)C.[C:46]([O:50][C:51]([N:53]1[C:58]2[CH:59]=[C:60]([Cl:63])[CH:61]=[CH:62][C:57]=2[O:56][CH:55]([CH2:64][C:65](O)=[O:66])[CH2:54]1)=[O:52])([CH3:49])([CH3:48])[CH3:47]. (6) Given the product [C:1]([O:5][C:6]([N:8]([CH3:13])[CH2:9][C:10]([N:37]([CH3:36])[CH2:38][CH2:39][CH2:40][P+:41]([C:54]1[CH:59]=[CH:58][CH:57]=[CH:56][CH:55]=1)([C:42]1[CH:43]=[CH:44][CH:45]=[CH:46][CH:47]=1)[C:48]1[CH:53]=[CH:52][CH:51]=[CH:50][CH:49]=1)=[O:12])=[O:7])([CH3:2])([CH3:3])[CH3:4].[Br-:34], predict the reactants needed to synthesize it. The reactants are: [C:1]([O:5][C:6]([N:8]([CH3:13])[CH2:9][C:10]([OH:12])=O)=[O:7])([CH3:4])([CH3:3])[CH3:2].C(N(CC)C(C)C)(C)C.O.ON1C2C=CC=CC=2N=N1.[BrH:34].[Br-].[CH3:36][NH:37][CH2:38][CH2:39][CH2:40][P+:41]([C:54]1[CH:59]=[CH:58][CH:57]=[CH:56][CH:55]=1)([C:48]1[CH:53]=[CH:52][CH:51]=[CH:50][CH:49]=1)[C:42]1[CH:47]=[CH:46][CH:45]=[CH:44][CH:43]=1.Cl.C(N=C=NCCCN(C)C)C. (7) Given the product [F:19][C:20]1[CH:45]=[CH:44][CH:43]=[CH:42][C:21]=1[CH2:22][O:23][C:24]1[CH:25]=[C:26]([C:36]2[NH:40][N:39]=[C:38]([O:41][CH2:53][CH2:52][C:51]3[S:50][CH:49]=[N:48][C:47]=3[CH3:46])[CH:37]=2)[CH:27]=[C:28]([O:30][C@@H:31]([CH3:35])[CH2:32][O:33][CH3:34])[CH:29]=1, predict the reactants needed to synthesize it. The reactants are: C1CCN(C(N=NC(N2CCCCC2)=O)=O)CC1.[F:19][C:20]1[CH:45]=[CH:44][CH:43]=[CH:42][C:21]=1[CH2:22][O:23][C:24]1[CH:25]=[C:26]([C:36]2[NH:40][N:39]=[C:38]([OH:41])[CH:37]=2)[CH:27]=[C:28]([O:30][C@@H:31]([CH3:35])[CH2:32][O:33][CH3:34])[CH:29]=1.[CH3:46][C:47]1[N:48]=[CH:49][S:50][C:51]=1[CH2:52][CH2:53]O.C(P(CCCC)CCCC)CCC. (8) Given the product [Cl:24][C:16]1[CH:17]=[C:18]([N+:21]([O-:23])=[O:22])[CH:19]=[CH:20][C:15]=1[O:14][CH:11]1[CH2:12][CH2:13][N:8]([CH3:6])[CH2:9][CH2:10]1, predict the reactants needed to synthesize it. The reactants are: C(O[C:6]([N:8]1[CH2:13][CH2:12][CH:11]([O:14][C:15]2[CH:20]=[CH:19][C:18]([N+:21]([O-:23])=[O:22])=[CH:17][C:16]=2[Cl:24])[CH2:10][CH2:9]1)=O)(C)(C)C.C=O.C(=O)([O-])[O-].[K+].[K+].